From a dataset of CYP3A4 inhibition data for predicting drug metabolism from PubChem BioAssay. Regression/Classification. Given a drug SMILES string, predict its absorption, distribution, metabolism, or excretion properties. Task type varies by dataset: regression for continuous measurements (e.g., permeability, clearance, half-life) or binary classification for categorical outcomes (e.g., BBB penetration, CYP inhibition). Dataset: cyp3a4_veith. (1) The drug is COCCn1c(=O)c(-c2cccc(C#N)c2)nc2cnc(N(C)C)nc21. The result is 0 (non-inhibitor). (2) The drug is C[C@@H]1NC(=O)C/C=C\[C@@H](C)[C@@H]2C=C[C@H](O)[C@@H](COC(=O)[C@H](C)NC(=O)C/C=C\[C@@H](C)[C@@H]3C=C[C@H](O)[C@@H](COC1=O)O3)O2. The result is 0 (non-inhibitor). (3) The compound is CC(C)(C)[Si](C)(C)c1c2c(nc3ccc(OCc4ccccc4)cc13)-c1cccc(=O)n1C2. The result is 1 (inhibitor). (4) The compound is CN(C)S(=O)(=O)c1cc([N+](=O)[O-])ccc1N1CCCCCC1. The result is 1 (inhibitor). (5) The molecule is Cc1ccc(N2CCN(C(=O)c3ccccc3NC(=O)/C=C\C(=O)O)CC2)cc1. The result is 0 (non-inhibitor). (6) The drug is Cc1cnc(CNc2ncnc3ccc(-c4ccc(C(=O)N(C)C)cc4)cc23)cn1. The result is 0 (non-inhibitor). (7) The drug is NS(=O)(=O)c1cc2c(cc1Cl)NC(CSCc1ccccc1)=NS2(=O)=O. The result is 1 (inhibitor). (8) The drug is Cc1nc2nc(-c3ccc(Cl)cc3)nn2c(C)c1Cl. The result is 0 (non-inhibitor).